This data is from Full USPTO retrosynthesis dataset with 1.9M reactions from patents (1976-2016). The task is: Predict the reactants needed to synthesize the given product. (1) Given the product [CH3:24][O:23][N:22]([CH3:21])[C:14]([CH:10]1[CH2:11][C:12](=[O:13])[N:8]([CH2:7][C:6]2[CH:5]=[CH:4][C:3]([O:2][CH3:1])=[CH:19][CH:18]=2)[CH2:9]1)=[O:16], predict the reactants needed to synthesize it. The reactants are: [CH3:1][O:2][C:3]1[CH:19]=[CH:18][C:6]([CH2:7][N:8]2[C:12](=[O:13])[CH2:11][CH:10]([C:14]([O:16]C)=O)[CH2:9]2)=[CH:5][CH:4]=1.Cl.[CH3:21][NH:22][O:23][CH3:24].C1COCC1.C([Mg]Cl)(C)C. (2) Given the product [CH:15]1([CH2:14][N:5]2[CH:6]=[C:2]([I:1])[N:3]=[CH:4]2)[CH2:17][CH2:16]1, predict the reactants needed to synthesize it. The reactants are: [I:1][C:2]1[N:3]=[CH:4][NH:5][CH:6]=1.C(=O)([O-])[O-].[Cs+].[Cs+].Br[CH2:14][CH:15]1[CH2:17][CH2:16]1.